This data is from Full USPTO retrosynthesis dataset with 1.9M reactions from patents (1976-2016). The task is: Predict the reactants needed to synthesize the given product. (1) Given the product [CH:1]([C:3]1[C:8]2[O:9][C:10](=[O:23])[C:11]3[CH2:12][N:13]([C:17]([O:19][CH2:20][CH:21]=[CH2:22])=[O:18])[CH2:14][CH2:15][C:16]=3[C:7]=2[CH:6]=[CH:5][C:4]=1[O:24][CH2:34][O:35][CH3:36])=[O:2], predict the reactants needed to synthesize it. The reactants are: [CH:1]([C:3]1[C:8]2[O:9][C:10](=[O:23])[C:11]3[CH2:12][N:13]([C:17]([O:19][CH2:20][CH:21]=[CH2:22])=[O:18])[CH2:14][CH2:15][C:16]=3[C:7]=2[CH:6]=[CH:5][C:4]=1[OH:24])=[O:2].CCN(C(C)C)C(C)C.[CH3:34][O:35][CH2:36]Cl. (2) Given the product [N:8]1([C:5]2[CH:6]=[CH:7][C:2]([B:19]([OH:24])[OH:20])=[CH:3][CH:4]=2)[CH2:13][CH2:12][O:11][CH2:10][CH2:9]1, predict the reactants needed to synthesize it. The reactants are: Br[C:2]1[CH:7]=[CH:6][C:5]([N:8]2[CH2:13][CH2:12][O:11][CH2:10][CH2:9]2)=[CH:4][CH:3]=1.[Li]CCCC.[B:19](OC(C)C)([O:24]C(C)C)[O:20]C(C)C.[NH4+].[Cl-]. (3) Given the product [Br:8][C:5]1[CH:6]=[CH:7][C:2]([Si:19]([O:23][CH2:24][CH3:25])([O:20][CH2:21][CH3:22])[O:18][CH2:16][CH3:17])=[CH:3][CH:4]=1, predict the reactants needed to synthesize it. The reactants are: I[C:2]1[CH:7]=[CH:6][C:5]([Br:8])=[CH:4][CH:3]=1.C(N(CC)CC)C.[CH2:16]([O:18][SiH:19]([O:23][CH2:24][CH3:25])[O:20][CH2:21][CH3:22])[CH3:17]. (4) Given the product [CH3:22][N:19]1[C:20]([CH3:21])=[C:16]([CH2:15][N:12]2[CH2:13][CH2:14][N:9]([C:4]3[C:3]([C:30]4[CH:31]=[CH:32][C:27]([NH:26][C:23](=[O:25])[CH3:24])=[CH:28][CH:29]=4)=[N:8][CH:7]=[CH:6][N:5]=3)[CH2:10][CH2:11]2)[CH:17]=[N:18]1, predict the reactants needed to synthesize it. The reactants are: Cl.Cl[C:3]1[C:4]([N:9]2[CH2:14][CH2:13][N:12]([CH2:15][C:16]3[CH:17]=[N:18][N:19]([CH3:22])[C:20]=3[CH3:21])[CH2:11][CH2:10]2)=[N:5][CH:6]=[CH:7][N:8]=1.[C:23]([NH:26][C:27]1[CH:32]=[CH:31][C:30](B(O)O)=[CH:29][CH:28]=1)(=[O:25])[CH3:24].C(=O)([O-])[O-].[K+].[K+].